Predict the reactants needed to synthesize the given product. From a dataset of Full USPTO retrosynthesis dataset with 1.9M reactions from patents (1976-2016). (1) The reactants are: [NH2:1][C@H:2]([C:7]([OH:9])=[O:8])[CH2:3][C:4]([OH:6])=[O:5].C([O-])(O)=O.[Na+].[CH2:15]([N:19]([CH2:34][CH2:35][CH2:36][CH3:37])[C:20]1[CH:29]=[CH:28][CH:27]=[C:26]2[C:21]=1[CH:22]=[CH:23][CH:24]=[C:25]2[S:30](Cl)(=[O:32])=[O:31])[CH2:16][CH2:17][CH3:18]. Given the product [CH2:15]([N:19]([CH2:34][CH2:35][CH2:36][CH3:37])[C:20]1[CH:29]=[CH:28][CH:27]=[C:26]2[C:21]=1[CH:22]=[CH:23][CH:24]=[C:25]2[S:30]([NH:1][C@H:2]([C:7]([OH:9])=[O:8])[CH2:3][C:4]([OH:6])=[O:5])(=[O:32])=[O:31])[CH2:16][CH2:17][CH3:18], predict the reactants needed to synthesize it. (2) Given the product [O:4]1[CH2:1][CH:7]=[CH:6][CH:5]1[CH:8]1[CH2:9][CH2:10][C:11]2([O:12][CH2:13][CH2:14][O:15]2)[CH2:16][CH2:17]1, predict the reactants needed to synthesize it. The reactants are: [CH2:1]([O:4][CH:5]([CH:8]1[CH2:17][CH2:16][C:11]2([O:15][CH2:14][CH2:13][O:12]2)[CH2:10][CH2:9]1)[CH:6]=[CH2:7])C=C.N1CCC1. (3) Given the product [Br:1][C:2]1[CH:3]=[C:4]([O:9][CH3:12])[C:5]([Cl:8])=[N:6][CH:7]=1, predict the reactants needed to synthesize it. The reactants are: [Br:1][C:2]1[CH:3]=[C:4]([OH:9])[C:5]([Cl:8])=[N:6][CH:7]=1.IC.[C:12]([O-])([O-])=O.[K+].[K+]. (4) Given the product [C:23]([O:22][C:20](=[O:21])[NH:19][C:15]1[CH:16]=[CH:17][CH:18]=[C:13]([C:3]2[C:4]([C:7]3[CH:8]=[CH:9][CH:10]=[CH:11][CH:12]=3)=[N:5][O:6][C:2]=2[CH3:1])[CH:14]=1)([CH3:26])([CH3:25])[CH3:24], predict the reactants needed to synthesize it. The reactants are: [CH3:1][C:2]1[O:6][N:5]=[C:4]([C:7]2[CH:12]=[CH:11][CH:10]=[CH:9][CH:8]=2)[C:3]=1[C:13]1[CH:14]=[C:15]([NH2:19])[CH:16]=[CH:17][CH:18]=1.[C:20](O[C:20]([O:22][C:23]([CH3:26])([CH3:25])[CH3:24])=[O:21])([O:22][C:23]([CH3:26])([CH3:25])[CH3:24])=[O:21].C(O)(=O)CC(CC(O)=O)(C(O)=O)O. (5) Given the product [CH2:8]([O:7][C:5]([C:4]1[S:3][C:11]2[CH:18]=[CH:17][C:16]([N+:19]([O-:21])=[O:20])=[CH:15][C:12]=2[CH:13]=1)=[O:6])[CH3:9], predict the reactants needed to synthesize it. The reactants are: [H-].[Na+].[SH:3][CH2:4][C:5]([O:7][CH2:8][CH3:9])=[O:6].Cl[C:11]1[CH:18]=[CH:17][C:16]([N+:19]([O-:21])=[O:20])=[CH:15][C:12]=1[CH:13]=O.Cl. (6) Given the product [CH3:8][S:9]([O:13][CH2:14][C@H:15]1[CH2:16][C:17](=[O:30])[N:18]([CH2:21][C:22]2[CH:23]=[CH:24][C:25]([O:28][CH3:29])=[CH:26][CH:27]=2)[C@@H:19]1[CH3:20])(=[O:11])=[O:10], predict the reactants needed to synthesize it. The reactants are: C(N(CC)CC)C.[CH3:8][S:9](Cl)(=[O:11])=[O:10].[OH:13][CH2:14][CH:15]1[CH:19]([CH3:20])[N:18]([CH2:21][C:22]2[CH:27]=[CH:26][C:25]([O:28][CH3:29])=[CH:24][CH:23]=2)[C:17](=[O:30])[CH2:16]1.O. (7) Given the product [ClH:44].[NH2:7][C@@H:8]([CH2:9][CH2:10][CH2:11][CH2:12][NH:13][C:14](=[O:31])[CH2:15][CH2:16][C:17]1[CH:18]=[CH:19][C:20]([O:23][CH2:24][C:25]2[CH:26]=[CH:27][CH:28]=[CH:29][CH:30]=2)=[CH:21][CH:22]=1)[CH2:32][NH:33][C:34]([C:36]1[C:41]([NH2:42])=[N:40][C:39]([NH2:43])=[C:38]([Cl:44])[N:37]=1)=[O:35], predict the reactants needed to synthesize it. The reactants are: C(OC(=O)[NH:7][C@H:8]([CH2:32][NH:33][C:34]([C:36]1[C:41]([NH2:42])=[N:40][C:39]([NH2:43])=[C:38]([Cl:44])[N:37]=1)=[O:35])[CH2:9][CH2:10][CH2:11][CH2:12][NH:13][C:14](=[O:31])[CH2:15][CH2:16][C:17]1[CH:22]=[CH:21][C:20]([O:23][CH2:24][C:25]2[CH:30]=[CH:29][CH:28]=[CH:27][CH:26]=2)=[CH:19][CH:18]=1)(C)(C)C. (8) Given the product [ClH:28].[F:27][C:2]([F:1])([C:20]1[CH:25]=[CH:24][C:23]([F:26])=[CH:22][N:21]=1)[CH2:3][N:4]1[CH2:9][CH2:8][CH:7]([NH:10][C:11]2[C:12]3[CH:19]=[CH:18][NH:17][C:13]=3[N:14]=[CH:15][N:16]=2)[CH2:6][CH2:5]1, predict the reactants needed to synthesize it. The reactants are: [F:1][C:2]([F:27])([C:20]1[CH:25]=[CH:24][C:23]([F:26])=[CH:22][N:21]=1)[CH2:3][N:4]1[CH2:9][CH2:8][CH:7]([NH:10][C:11]2[C:12]3[CH:19]=[CH:18][NH:17][C:13]=3[N:14]=[CH:15][N:16]=2)[CH2:6][CH2:5]1.[ClH:28].CO. (9) The reactants are: [H-].[Na+].[CH2:3]([O:5][C:6]([C:8]1[NH:9][C:10]2[C:15]([C:16]=1[C:17]1[CH:22]=[CH:21][CH:20]=[CH:19][CH:18]=1)=[CH:14][C:13]([Cl:23])=[CH:12][CH:11]=2)=[O:7])[CH3:4].Br[CH2:25][CH2:26][CH2:27][C:28]1[CH:33]=[CH:32][CH:31]=[CH:30][CH:29]=1. Given the product [CH2:3]([O:5][C:6]([C:8]1[N:9]([CH2:25][CH2:26][CH2:27][C:28]2[CH:33]=[CH:32][CH:31]=[CH:30][CH:29]=2)[C:10]2[C:15]([C:16]=1[C:17]1[CH:22]=[CH:21][CH:20]=[CH:19][CH:18]=1)=[CH:14][C:13]([Cl:23])=[CH:12][CH:11]=2)=[O:7])[CH3:4], predict the reactants needed to synthesize it. (10) The reactants are: [CH3:1][Si:2]([CH3:20])([CH3:19])[CH2:3][CH2:4][O:5][CH2:6][O:7][CH2:8][C:9]1[N:10]=[C:11]([C:14]2O[CH:16]=[N:17][N:18]=2)[S:12][CH:13]=1.[NH2:21][CH2:22][C:23]([CH3:26])([OH:25])[CH3:24]. Given the product [CH3:24][C:23]([OH:25])([CH3:26])[CH2:22][N:21]1[CH:16]=[N:17][N:18]=[C:14]1[C:11]1[S:12][CH:13]=[C:9]([CH2:8][O:7][CH2:6][O:5][CH2:4][CH2:3][Si:2]([CH3:20])([CH3:19])[CH3:1])[N:10]=1, predict the reactants needed to synthesize it.